This data is from Peptide-MHC class I binding affinity with 185,985 pairs from IEDB/IMGT. The task is: Regression. Given a peptide amino acid sequence and an MHC pseudo amino acid sequence, predict their binding affinity value. This is MHC class I binding data. (1) The peptide sequence is CCFHCQVC. The MHC is HLA-B51:01 with pseudo-sequence HLA-B51:01. The binding affinity (normalized) is 0. (2) The peptide sequence is GDDYVYLPY. The MHC is HLA-A26:01 with pseudo-sequence HLA-A26:01. The binding affinity (normalized) is 0.0200. (3) The binding affinity (normalized) is 0.158. The peptide sequence is TGRQTALF. The MHC is Mamu-B3901 with pseudo-sequence Mamu-B3901. (4) The peptide sequence is MTHPQSEAA. The MHC is HLA-B15:42 with pseudo-sequence HLA-B15:42. The binding affinity (normalized) is 0.213. (5) The peptide sequence is THIVRGRDL. The MHC is HLA-B07:02 with pseudo-sequence HLA-B07:02. The binding affinity (normalized) is 0.0847. (6) The peptide sequence is YHCQFCFLK. The MHC is Mamu-A20102 with pseudo-sequence Mamu-A20102. The binding affinity (normalized) is 0.210. (7) The peptide sequence is MTFPLHFRS. The MHC is HLA-B51:01 with pseudo-sequence HLA-B51:01. The binding affinity (normalized) is 0.213.